Dataset: Full USPTO retrosynthesis dataset with 1.9M reactions from patents (1976-2016). Task: Predict the reactants needed to synthesize the given product. (1) Given the product [F:12][C:13]1[CH:14]=[C:15]([CH:18]=[C:19]([F:22])[C:20]=1[O:9][C:6]1[CH:7]=[N:8][C:3]([C:2]([F:1])([F:10])[F:11])=[N:4][CH:5]=1)[CH:16]=[O:17], predict the reactants needed to synthesize it. The reactants are: [F:1][C:2]([F:11])([F:10])[C:3]1[N:8]=[CH:7][C:6]([OH:9])=[CH:5][N:4]=1.[F:12][C:13]1[CH:14]=[C:15]([CH:18]=[C:19]([F:22])[C:20]=1F)[CH:16]=[O:17]. (2) The reactants are: [C:1]([C:4]1[N:9]=[CH:8][C:7]([NH:10][C@@H:11]2[CH2:16][CH2:15][CH2:14][CH2:13][C@@H:12]2[NH:17]C(=O)OC(C)(C)C)=[CH:6][C:5]=1[NH:25][C:26]1[CH:31]=[C:30]([CH3:32])[CH:29]=[C:28]([CH3:33])[N:27]=1)(=[O:3])[NH2:2].[ClH:34]. Given the product [ClH:34].[NH2:17][C@H:12]1[CH2:13][CH2:14][CH2:15][CH2:16][C@H:11]1[NH:10][C:7]1[CH:6]=[C:5]([NH:25][C:26]2[CH:31]=[C:30]([CH3:32])[CH:29]=[C:28]([CH3:33])[N:27]=2)[C:4]([C:1]([NH2:2])=[O:3])=[N:9][CH:8]=1, predict the reactants needed to synthesize it. (3) Given the product [Br:1][C:2]1[CH:3]=[CH:4][C:5]([N:8]([C:9]([O:11][C:12]([CH3:15])([CH3:14])[CH3:13])=[O:10])[CH2:19][C:20]([O:22][CH3:23])=[O:21])=[N:6][CH:7]=1, predict the reactants needed to synthesize it. The reactants are: [Br:1][C:2]1[CH:3]=[CH:4][C:5]([NH:8][C:9]([O:11][C:12]([CH3:15])([CH3:14])[CH3:13])=[O:10])=[N:6][CH:7]=1.[H-].[Na+].Br[CH2:19][C:20]([O:22][CH3:23])=[O:21].